From a dataset of Full USPTO retrosynthesis dataset with 1.9M reactions from patents (1976-2016). Predict the reactants needed to synthesize the given product. Given the product [NH2:1][C:2]1[N:7]=[C:6]([CH3:8])[N:5]=[C:4]([C:9]2[N:13]3[N:14]=[CH:15][CH:16]=[CH:17][C:12]3=[N:11][C:10]=2[NH:18][C:19]2[CH:24]=[CH:23][C:22]([NH:25][C:26](=[O:37])[O:27][C:28]3[CH:29]=[CH:30][C:31]([N+:34]([O-:36])=[O:35])=[CH:32][CH:33]=3)=[CH:21][CH:20]=2)[CH:3]=1, predict the reactants needed to synthesize it. The reactants are: [NH2:1][C:2]1[N:7]=[C:6]([CH3:8])[N:5]=[C:4]([C:9]2[N:13]3[N:14]=[CH:15][CH:16]=[CH:17][C:12]3=[N:11][C:10]=2[NH:18][C:19]2[CH:24]=[CH:23][C:22]([NH2:25])=[CH:21][CH:20]=2)[CH:3]=1.[C:26](Cl)(=[O:37])[O:27][C:28]1[CH:33]=[CH:32][C:31]([N+:34]([O-:36])=[O:35])=[CH:30][CH:29]=1.C(N(C(C)C)C(C)C)C.